Dataset: Full USPTO retrosynthesis dataset with 1.9M reactions from patents (1976-2016). Task: Predict the reactants needed to synthesize the given product. (1) Given the product [CH3:19][C:17]1([CH3:20])[O:16][C@H:15]2[C@H:11]([NH:10][C:9]3[N:4]4[N:3]=[C:2]([B:24]5[O:28][C:27]([CH3:30])([CH3:29])[C:26]([CH3:32])([CH3:31])[O:25]5)[CH:23]=[C:5]4[N:6]=[CH:7][CH:8]=3)[CH2:12][C@H:13]([CH2:21][OH:22])[C@H:14]2[O:18]1, predict the reactants needed to synthesize it. The reactants are: Br[C:2]1[CH:23]=[C:5]2[N:6]=[CH:7][CH:8]=[C:9]([NH:10][C@H:11]3[C@@H:15]4[O:16][C:17]([CH3:20])([CH3:19])[O:18][C@@H:14]4[C@@H:13]([CH2:21][OH:22])[CH2:12]3)[N:4]2[N:3]=1.[B:24]1([B:24]2[O:28][C:27]([CH3:30])([CH3:29])[C:26]([CH3:32])([CH3:31])[O:25]2)[O:28][C:27]([CH3:30])([CH3:29])[C:26]([CH3:32])([CH3:31])[O:25]1.C([O-])(=O)C.[K+]. (2) Given the product [CH:14]1[C:23]2[C:18](=[CH:19][CH:20]=[CH:21][CH:22]=2)[CH:17]=[CH:16][C:15]=1[CH2:24][N:11]1[CH2:12][CH2:13][C@@H:9]([NH:8][C:6]([O:5][C:1]([CH3:4])([CH3:2])[CH3:3])=[O:7])[CH2:10]1, predict the reactants needed to synthesize it. The reactants are: [C:1]([O:5][C:6]([NH:8][C@@H:9]1[CH2:13][CH2:12][NH:11][CH2:10]1)=[O:7])([CH3:4])([CH3:3])[CH3:2].[CH:14]1[C:23]2[C:18](=[CH:19][CH:20]=[CH:21][CH:22]=2)[CH:17]=[CH:16][C:15]=1[CH:24]=O. (3) Given the product [C:1]([C:3]1[O:7][C:6]([C:8]2[CH:13]=[CH:12][CH:11]=[C:10]([I:14])[CH:9]=2)=[N:5][CH:4]=1)#[N:20], predict the reactants needed to synthesize it. The reactants are: [CH:1]([C:3]1[O:7][C:6]([C:8]2[CH:13]=[CH:12][CH:11]=[C:10]([I:14])[CH:9]=2)=[N:5][CH:4]=1)=O.Cl.NO.C([N:20](CC)CC)C.C(=O)(O)[O-].[Na+].[Cl-].ClC1N(C)C=C[N+]=1C.